Predict which catalyst facilitates the given reaction. From a dataset of Catalyst prediction with 721,799 reactions and 888 catalyst types from USPTO. (1) Reactant: [OH:1][C:2]1[CH:3]=[C:4]([NH:11][C:12](=[O:14])[CH3:13])[CH:5]=[CH:6][C:7]=1[N+:8]([O-:10])=[O:9].[C:15](=O)([O-])[O-].[K+].[K+].CI.C(OCC)(=O)C. Product: [CH3:15][O:1][C:2]1[CH:3]=[C:4]([NH:11][C:12](=[O:14])[CH3:13])[CH:5]=[CH:6][C:7]=1[N+:8]([O-:10])=[O:9]. The catalyst class is: 170. (2) Reactant: [CH3:1][O:2][C:3]1[C:11]2[CH:10]=[C:9]([NH2:12])[S:8][C:7]=2[C:6]([C:13]2[CH:18]=[CH:17][CH:16]=[CH:15][CH:14]=2)=[CH:5][CH:4]=1.C(N(CC)C(C)C)C.Cl.[CH3:28][C:29]1[CH:36]=[CH:35][C:32]([CH2:33]Cl)=[CH:31][N:30]=1.C[OH:38]. Product: [CH3:1][O:2][C:3]1[C:11]2[CH:10]=[C:9]([NH:12][C:33](=[O:38])[C:32]3[CH:35]=[CH:36][C:29]([CH3:28])=[N:30][CH:31]=3)[S:8][C:7]=2[C:6]([C:13]2[CH:14]=[CH:15][CH:16]=[CH:17][CH:18]=2)=[CH:5][CH:4]=1. The catalyst class is: 266. (3) Reactant: C([O:5][C:6](=[O:13])[C:7]([C:11]#[N:12])([CH3:10])[CH:8]=[CH2:9])(C)(C)C. Product: [C:11]([C:7]([CH3:10])([CH:8]=[CH2:9])[C:6]([OH:13])=[O:5])#[N:12]. The catalyst class is: 89. (4) Reactant: [OH:1][C:2]1[CH:11]=[C:10]2[C:5]([C@H:6]([CH2:20][CH2:21][CH2:22][CH2:23][CH2:24][CH2:25][CH2:26][CH2:27][CH:28]([CH2:34][CH2:35][CH2:36][C:37]([F:43])([F:42])[C:38]([F:41])([F:40])[F:39])[C:29]([O:31]CC)=[O:30])[C@@:7]([C:13]3[CH:18]=[CH:17][C:16]([OH:19])=[CH:15][CH:14]=3)([CH3:12])[CH2:8][S:9]2)=[CH:4][CH:3]=1.[OH-].[Na+].Cl. Product: [OH:1][C:2]1[CH:11]=[C:10]2[C:5]([C@H:6]([CH2:20][CH2:21][CH2:22][CH2:23][CH2:24][CH2:25][CH2:26][CH2:27][CH:28]([CH2:34][CH2:35][CH2:36][C:37]([F:43])([F:42])[C:38]([F:39])([F:40])[F:41])[C:29]([OH:31])=[O:30])[C@@:7]([C:13]3[CH:14]=[CH:15][C:16]([OH:19])=[CH:17][CH:18]=3)([CH3:12])[CH2:8][S:9]2)=[CH:4][CH:3]=1. The catalyst class is: 40. (5) Reactant: [NH2:1][CH2:2][CH2:3][NH:4][C:5]1[N:13]=[C:12]([Cl:14])[N:11]=[C:10]2[C:6]=1[N:7]=[CH:8][N:9]2[CH:15]1[CH2:19][CH2:18][CH2:17][CH2:16]1.O.ON1C2C=CC=CC=2N=N1.Cl.CN(C)CCCN=C=NCC.[F:43][C:44]([F:56])([F:55])[O:45][C:46]1[CH:47]=[C:48]([CH:52]=[CH:53][CH:54]=1)[C:49](O)=[O:50]. Product: [Cl:14][C:12]1[N:11]=[C:10]2[C:6]([N:7]=[CH:8][N:9]2[CH:15]2[CH2:19][CH2:18][CH2:17][CH2:16]2)=[C:5]([NH:4][CH2:3][CH2:2][NH:1][C:49](=[O:50])[C:48]2[CH:52]=[CH:53][CH:54]=[C:46]([O:45][C:44]([F:43])([F:55])[F:56])[CH:47]=2)[N:13]=1. The catalyst class is: 46. (6) Reactant: [NH2:1][C:2]1[CH:10]=[CH:9][C:5]([C:6]([OH:8])=[O:7])=[CH:4][CH:3]=1.[C:11](O[C:11](=[O:14])[CH2:12][CH3:13])(=[O:14])[CH2:12][CH3:13]. Product: [C:11]([NH:1][C:2]1[CH:10]=[CH:9][C:5]([C:6]([OH:8])=[O:7])=[CH:4][CH:3]=1)(=[O:14])[CH2:12][CH3:13]. The catalyst class is: 813.